Dataset: Retrosynthesis with 50K atom-mapped reactions and 10 reaction types from USPTO. Task: Predict the reactants needed to synthesize the given product. (1) Given the product O=Cc1cc(-c2ccccc2)n(S(=O)(=O)c2cccs2)c1, predict the reactants needed to synthesize it. The reactants are: O=S(=O)(c1cccs1)n1cc(CO)cc1-c1ccccc1. (2) Given the product O=C(O)c1cc2c([nH]1)CCCC2Cc1ccccc1, predict the reactants needed to synthesize it. The reactants are: COC(=O)c1cc2c([nH]1)CCCC2Cc1ccccc1. (3) Given the product O=C(O)CCc1nc(-c2cc3ccccc3o2)cs1, predict the reactants needed to synthesize it. The reactants are: CCOC(=O)CCc1nc(-c2cc3ccccc3o2)cs1. (4) Given the product COc1cc(OC2CCN(C)CC2)c2c(Nc3ccc4c(ccn4Cc4ccccc4C#N)c3)ncnc2c1, predict the reactants needed to synthesize it. The reactants are: COc1cc(OC2CCN(C)CC2)c2c(Nc3ccc4[nH]ccc4c3)ncnc2c1.N#Cc1ccccc1CCl. (5) Given the product O=C(c1ccccc1)C1CCN(CC(=O)N(Cc2nc3c(c(=O)[nH]2)COCC3)CC(F)F)CC1, predict the reactants needed to synthesize it. The reactants are: O=C(O)CN1CCC(C(=O)c2ccccc2)CC1.O=c1[nH]c(CNCC(F)F)nc2c1COCC2.